Dataset: Reaction yield outcomes from USPTO patents with 853,638 reactions. Task: Predict the reaction yield, written as a fraction of the theoretical maximum amount of product (1.0 means a 100% yield; for example, 0.34 means a 34% yield). (1) The reactants are [F:1][C:2]1[CH:3]=[C:4]([C@@H:9]2[CH2:13][N:12]([CH2:14][CH2:15][O:16][CH3:17])[CH2:11][C@H:10]2[NH:18][C:19](=[O:40])[NH:20][C:21]2[N:25]([C:26]3[CH:31]=[CH:30][CH:29]=[CH:28][CH:27]=3)[N:24]=[C:23]([O:32][CH2:33][CH3:34])[C:22]=2[C:35](OCC)=[O:36])[CH:5]=[C:6]([F:8])[CH:7]=1.[H-].[H-].[H-].[H-].[Li+].[Al+3]. The catalyst is C1COCC1. The product is [F:8][C:6]1[CH:5]=[C:4]([C@@H:9]2[CH2:13][N:12]([CH2:14][CH2:15][O:16][CH3:17])[CH2:11][C@H:10]2[NH:18][C:19]([NH:20][C:21]2[N:25]([C:26]3[CH:31]=[CH:30][CH:29]=[CH:28][CH:27]=3)[N:24]=[C:23]([O:32][CH2:33][CH3:34])[C:22]=2[CH2:35][OH:36])=[O:40])[CH:3]=[C:2]([F:1])[CH:7]=1. The yield is 0.100. (2) The reactants are [Si:1]([O:8][CH2:9][C@@H:10]([NH:14][C:15](=[O:21])[O:16][C:17]([CH3:20])([CH3:19])[CH3:18])[CH2:11][CH:12]=[CH2:13])([C:4]([CH3:7])([CH3:6])[CH3:5])([CH3:3])[CH3:2].[CH3:22]I.[H-].[Na+]. The product is [Si:1]([O:8][CH2:9][C@@H:10]([N:14]([CH3:22])[C:15](=[O:21])[O:16][C:17]([CH3:20])([CH3:19])[CH3:18])[CH2:11][CH:12]=[CH2:13])([C:4]([CH3:7])([CH3:5])[CH3:6])([CH3:3])[CH3:2]. The catalyst is CN(C=O)C. The yield is 0.400. (3) The reactants are [C:1]([O:5][C:6](=[O:22])[NH:7][C@H:8]([C:19](=O)[NH2:20])[CH2:9][C:10]1[CH:15]=[CH:14][C:13]([N+:16]([O-:18])=[O:17])=[CH:12][CH:11]=1)([CH3:4])([CH3:3])[CH3:2].COC1C=CC(P2(SP(C3C=CC(OC)=CC=3)(=S)S2)=[S:32])=CC=1. The catalyst is C1COCC1. The product is [C:1]([O:5][C:6](=[O:22])[NH:7][C@H:8]([C:19](=[S:32])[NH2:20])[CH2:9][C:10]1[CH:15]=[CH:14][C:13]([N+:16]([O-:18])=[O:17])=[CH:12][CH:11]=1)([CH3:4])([CH3:3])[CH3:2]. The yield is 0.830. (4) The reactants are Br[C:2]1[CH:3]=[C:4]2[C@@:15]3([CH2:20][CH2:19][O:18][C:17]([NH2:21])=[N:16]3)[C:14]3[CH:13]=[C:12]([Cl:22])[N:11]=[C:10]([F:23])[C:9]=3[O:8][C:5]2=[CH:6][CH:7]=1.[N-:24]=[N+:25]=[N-:26].[Na+].CCO. The catalyst is [Cu]I.O. The product is [N:24]([C:2]1[CH:3]=[C:4]2[C@@:15]3([CH2:20][CH2:19][O:18][C:17]([NH2:21])=[N:16]3)[C:14]3[CH:13]=[C:12]([Cl:22])[N:11]=[C:10]([F:23])[C:9]=3[O:8][C:5]2=[CH:6][CH:7]=1)=[N+:25]=[N-:26]. The yield is 0.457. (5) The reactants are [C:1]([N:4]1[CH2:9][CH2:8][C:7](=[O:10])[CH2:6][CH2:5]1)(=[O:3])[CH3:2].[CH3:11]C([O-])(C)C.[K+].[Br:17][C:18]1[CH:23]=[CH:22][CH:21]=[C:20]([N:24]=[C:25]=[S:26])[CH:19]=1.CI. The catalyst is C1COCC1.O. The product is [C:1]([N:4]1[CH2:9][CH2:8][C:7](=[O:10])/[C:6](=[C:25](/[NH:24][C:20]2[CH:21]=[CH:22][CH:23]=[C:18]([Br:17])[CH:19]=2)\[S:26][CH3:11])/[CH2:5]1)(=[O:3])[CH3:2]. The yield is 0.630. (6) The reactants are Cl[C:2]1[C:11]2[C:6](=[CH:7][C:8]([S:12]([N:15]([CH2:22][C:23]3[CH:28]=[CH:27][C:26]([O:29][CH3:30])=[CH:25][CH:24]=3)[C:16]3[CH:21]=[CH:20][N:19]=[CH:18][N:17]=3)(=[O:14])=[O:13])=[CH:9][CH:10]=2)[CH:5]=[CH:4][N:3]=1.[OH:31][C:32]1[CH:33]=[CH:34][C:35]([CH3:41])=[C:36](B(O)O)[CH:37]=1.C(=O)([O-])[O-].[K+].[K+]. The catalyst is C1C=CC([P]([Pd]([P](C2C=CC=CC=2)(C2C=CC=CC=2)C2C=CC=CC=2)([P](C2C=CC=CC=2)(C2C=CC=CC=2)C2C=CC=CC=2)[P](C2C=CC=CC=2)(C2C=CC=CC=2)C2C=CC=CC=2)(C2C=CC=CC=2)C2C=CC=CC=2)=CC=1.CCOC(C)=O.CCCCCCC. The product is [OH:31][C:32]1[CH:37]=[CH:36][C:35]([CH3:41])=[C:34]([C:2]2[C:11]3[C:6](=[CH:7][C:8]([S:12]([N:15]([CH2:22][C:23]4[CH:28]=[CH:27][C:26]([O:29][CH3:30])=[CH:25][CH:24]=4)[C:16]4[CH:21]=[CH:20][N:19]=[CH:18][N:17]=4)(=[O:14])=[O:13])=[CH:9][CH:10]=3)[CH:5]=[CH:4][N:3]=2)[CH:33]=1. The yield is 0.790.